Dataset: Full USPTO retrosynthesis dataset with 1.9M reactions from patents (1976-2016). Task: Predict the reactants needed to synthesize the given product. (1) Given the product [CH3:24][O:25][C:26](=[O:37])[C:27]1[CH:32]=[C:31]([C:33]#[N:34])[CH:30]=[CH:29][C:28]=1[CH2:35][N:13]([S:10]([C:5]1[CH:6]=[CH:7][CH:8]=[CH:9][C:4]=1[N+:1]([O-:3])=[O:2])(=[O:11])=[O:12])[CH:14]1[C:23]2[N:22]=[CH:21][CH:20]=[CH:19][C:18]=2[CH2:17][CH2:16][CH2:15]1, predict the reactants needed to synthesize it. The reactants are: [N+:1]([C:4]1[CH:9]=[CH:8][CH:7]=[CH:6][C:5]=1[S:10]([NH:13][CH:14]1[C:23]2[N:22]=[CH:21][CH:20]=[CH:19][C:18]=2[CH2:17][CH2:16][CH2:15]1)(=[O:12])=[O:11])([O-:3])=[O:2].[CH3:24][O:25][C:26](=[O:37])[C:27]1[CH:32]=[C:31]([C:33]#[N:34])[CH:30]=[CH:29][C:28]=1[CH2:35]Br.C([O-])([O-])=O.[K+].[K+].N#N. (2) The reactants are: [Br:1][C:2]1[CH:3]=[C:4]([C:9]([C:13]2[CH:18]=[CH:17][CH:16]=[CH:15][CH:14]=2)=[CH:10]OC)[C:5]([NH2:8])=[N:6][CH:7]=1.Cl(O)(=O)(=O)=O.C(N(CC)CC)C. Given the product [Br:1][C:2]1[CH:3]=[C:4]2[C:9]([C:13]3[CH:18]=[CH:17][CH:16]=[CH:15][CH:14]=3)=[CH:10][NH:8][C:5]2=[N:6][CH:7]=1, predict the reactants needed to synthesize it. (3) Given the product [CH2:12]([O:19][C:20]1[CH:21]=[CH:22][C:23]([C:24]([NH:8][CH2:7][CH2:6][C:5]2[CH:9]=[CH:10][CH:11]=[C:3]([O:2][CH3:1])[CH:4]=2)=[O:25])=[CH:27][CH:28]=1)[C:13]1[CH:14]=[CH:15][CH:16]=[CH:17][CH:18]=1, predict the reactants needed to synthesize it. The reactants are: [CH3:1][O:2][C:3]1[CH:4]=[C:5]([CH:9]=[CH:10][CH:11]=1)[CH2:6][CH2:7][NH2:8].[CH2:12]([O:19][C:20]1[CH:28]=[CH:27][C:23]([C:24](O)=[O:25])=[CH:22][CH:21]=1)[C:13]1[CH:18]=[CH:17][CH:16]=[CH:15][CH:14]=1.O.ON1C2C=CC=CC=2N=N1.Cl.CN(C)CCCN=C=NCC. (4) Given the product [CH:41]1([C@@H:37]([NH:36][C:34](=[O:35])[O:33][C:29]([CH3:31])([CH3:30])[CH3:32])[C:38]([N:26]2[CH2:25][CH2:24][CH:23]([N:14]3[N:13]=[C:12]([C:6]4[CH:7]=[CH:8][C:9]([O:10][CH3:11])=[C:4]([O:3][CH3:2])[CH:5]=4)[C@@H:21]4[C@@H:16]([CH2:17][CH2:18][CH2:19][CH2:20]4)[C:15]3=[O:22])[CH2:28][CH2:27]2)=[O:39])[CH2:42][CH2:43][CH2:44][CH2:45][CH2:46]1, predict the reactants needed to synthesize it. The reactants are: Cl.[CH3:2][O:3][C:4]1[CH:5]=[C:6]([C:12]2[C@@H:21]3[C@@H:16]([CH2:17][CH2:18][CH2:19][CH2:20]3)[C:15](=[O:22])[N:14]([CH:23]3[CH2:28][CH2:27][NH:26][CH2:25][CH2:24]3)[N:13]=2)[CH:7]=[CH:8][C:9]=1[O:10][CH3:11].[C:29]([O:33][C:34]([NH:36][C@H:37]([CH:41]1[CH2:46][CH2:45][CH2:44][CH2:43][CH2:42]1)[C:38](O)=[O:39])=[O:35])([CH3:32])([CH3:31])[CH3:30].CN(C(ON1N=NC2C=CC=CC1=2)=[N+](C)C)C.F[P-](F)(F)(F)(F)F.CCN(C(C)C)C(C)C.